This data is from Catalyst prediction with 721,799 reactions and 888 catalyst types from USPTO. The task is: Predict which catalyst facilitates the given reaction. (1) Reactant: [C:1]1([NH:7][NH2:8])[CH:6]=[CH:5][CH:4]=[CH:3][CH:2]=1.[C:9]([C:17]1[C:25]2[C:20](=[CH:21][CH:22]=[CH:23][CH:24]=2)[N:19](C)[C:18]=1[C:27](OCC)=[O:28])(=O)[C:10]1[CH:15]=[CH:14][CH:13]=[CH:12][CH:11]=1. Product: [C:10]1([C:9]2[C:17]3[C:25]4[CH:24]=[CH:23][CH:22]=[CH:21][C:20]=4[NH:19][C:18]=3[C:27](=[O:28])[N:7]([C:1]3[CH:6]=[CH:5][CH:4]=[CH:3][CH:2]=3)[N:8]=2)[CH:15]=[CH:14][CH:13]=[CH:12][CH:11]=1. The catalyst class is: 52. (2) Reactant: [O:1]=[C:2]1[C:5]2([CH2:9][CH2:8][CH2:7][N:6]2[C:10]([O:12][CH2:13][C:14]2[CH:19]=[CH:18][CH:17]=[CH:16][CH:15]=2)=[O:11])[CH2:4][NH:3]1.C([O-])([O-])=O.[Cs+].[Cs+].Br[CH2:27][C:28]([O:30][CH2:31][CH3:32])=[O:29]. Product: [CH2:31]([O:30][C:28](=[O:29])[CH2:27][N:3]1[CH2:4][C:5]2([CH2:9][CH2:8][CH2:7][N:6]2[C:10]([O:12][CH2:13][C:14]2[CH:19]=[CH:18][CH:17]=[CH:16][CH:15]=2)=[O:11])[C:2]1=[O:1])[CH3:32]. The catalyst class is: 10.